The task is: Binary Classification. Given a miRNA mature sequence and a target amino acid sequence, predict their likelihood of interaction.. This data is from Experimentally validated miRNA-target interactions with 360,000+ pairs, plus equal number of negative samples. (1) The miRNA is mmu-miR-7233-3p with sequence UAUUGUCUGCCUUUAGGUCUAC. The protein sequence of the target gene is MATEPEAAEPVVPSLVDRYFTRWYKPDVKGKFCEDHCILQHSNRICVITLAESHPVLQSGKTIKSISYQISTNCSRLQNKVSGKFKRGAQFLTELAPLCKIYCSDGEEYTVSSCVRGRLMEVNENILHKPSILQEKPSTEGYIAVVLPKFEESKSITEGLLTQKQYEEVMVKRINATTATS. Result: 0 (no interaction). (2) The miRNA is hsa-miR-455-3p with sequence GCAGUCCAUGGGCAUAUACAC. The protein sequence of the target gene is MDADDSRAPKGSLRKFLEHLSGAGKAIGVLTSGGDAQGMNAAVRAVVRMGIYVGAKVYFIYEGYQGMVDGGSNIAEADWESVSSILQVGGTIIGSARCQAFRTREGRLKAACNLLQRGITNLCVIGGDGSLTGANLFRKEWSGLLEELARNGQIDKEAVQKYAYLNVVGMVGSIDNDFCGTDMTIGTDSALHRIIEVVDAIMTTAQSHQRTFVLEVMGRHCGYLALVSALACGADWVFLPESPPEEGWEEQMCVKLSENRARKKRLNIIIVAEGAIDTQNKPITSEKIKELVVTQLGYDT.... Result: 1 (interaction). (3) The miRNA is mmu-miR-3105-3p with sequence ACUGCUUAUGAGCUUGCACUCC. The protein sequence of the target gene is MPNYKLLYFNMRGRAEIIRYIFAYLDIKYEDHRIEQADWPKIKPTLPFGKIPVLEVEGLTIHQSLAIARYLTKNTDLAGKTALEQCQADAVVDTLDDFMSLFPWAEKDQDLKERMFNELLTHQAPRLLKDLDTYLGDKEWFIGNYVTWADFYWDICSTTLLVLKPGLLDIYPKLVSLRNKVQAIPAISAWILKRPQTKL. Result: 1 (interaction). (4) The miRNA is hsa-miR-520g-3p with sequence ACAAAGUGCUUCCCUUUAGAGUGU. The protein sequence of the target gene is MPRRKQEQPKRLPSHVSRQDEAEGDFSEGEQWYGNSSETPSEASYGEVQENYKLSLEDRIQEQSTSPDTSLGSATPSSHTLELVALDGEVLRDSLQCQGHLSPGVSSVCDDDPPSSNKPLSSNLRRLLEAGSLKLDGTANGRVESPVNVGPSLSFSPPSHHAQQLSVLARKLAEKQDQSDQFTPSNRFIWNQGKWLPNSTTTCGLSPDSAILKLKAAANAVLQDKSLSRTEESLRFESFSSPFSSQSASSTLAALSKKVSERSLTPGQEHPPPASSFLSLASMTSSAALLKEVAARAAGS.... Result: 0 (no interaction). (5) The miRNA is mmu-miR-5119 with sequence CAUCUCAUCCUGGGGCUGG. The protein sequence of the target gene is MTIVDKTEPSDPSTCQNQPGSCEAVSPEDMDTGSASWGAVSSISDVSSHTLPLGPVPGAVVYSNSSVPEKSKPSPPKDQVLGDGIAPPQKVLFPSEKICLKWQQSHRVGAGLQNLGNTCFANAALQCLTYTPPLANYMLSHEHSKTCHAEGFCMMCTMQTHITQALSNPGDVIKPMFVINEMRRIARHFRFGNQEDAHEFLQYTVDAMQKACLNGSNKLDRHTQATTLVCQIFGGYLRSRVKCLNCKGVSDTFDPYLDITLEIKAAQSVTKALEQFVKPEQLDGENSYKCSKCKKMVPAS.... Result: 0 (no interaction).